This data is from Full USPTO retrosynthesis dataset with 1.9M reactions from patents (1976-2016). The task is: Predict the reactants needed to synthesize the given product. (1) Given the product [CH:23]1([N:22]2[C:21]3[CH:29]=[CH:30][C:31]([C:33]([OH:35])=[O:34])=[CH:32][C:20]=3[N:19]=[C:18]2[C:13]2[CH:14]=[C:15]3[C:10](=[CH:11][CH:12]=2)[N:9]=[C:8]([C:6]2[C:7]4[C:2](=[CH:40][CH:42]=[CH:43][CH:44]=4)[CH:3]=[CH:4][C:5]=2[OH:36])[CH:17]=[CH:16]3)[CH2:28][CH2:27][CH2:26][CH2:25][CH2:24]1, predict the reactants needed to synthesize it. The reactants are: Br[C:2]1[CH:3]=[CH:4][C:5]([OH:36])=[C:6]([C:8]2[CH:17]=[CH:16][C:15]3[C:10](=[CH:11][CH:12]=[C:13]([C:18]4[N:22]([CH:23]5[CH2:28][CH2:27][CH2:26][CH2:25][CH2:24]5)[C:21]5[CH:29]=[CH:30][C:31]([C:33]([OH:35])=[O:34])=[CH:32][C:20]=5[N:19]=4)[CH:14]=3)[N:9]=2)[CH:7]=1.C(O[C:40]([C:42]1C=CC2N(C3CCCCC3)[C:40]([C:42]3C=CC(N)=[C:44](C=O)[CH:43]=3)=N[C:44]=2[CH:43]=1)=O)C.OC1C=CC2C(=CC=CC=2)C=1C(=O)C.[OH-].[K+]. (2) The reactants are: [Cl:1][C:2]1[CH:21]=[CH:20][C:19]([CH:22]=O)=[CH:18][C:3]=1[C:4]([NH:6][CH2:7][C:8]12[CH2:17][CH:12]3[CH2:13][CH:14]([CH2:16][CH:10]([CH2:11]3)[CH2:9]1)[CH2:15]2)=[O:5].[CH:24]([NH:27][CH2:28][CH2:29][CH2:30][NH2:31])([CH3:26])[CH3:25].C1(C)C=CC(S(O)(=O)=O)=CC=1. Given the product [Cl:1][C:2]1[CH:21]=[CH:20][C:19]([CH2:22][NH:31][CH2:30][CH2:29][CH2:28][NH:27][CH:24]([CH3:26])[CH3:25])=[CH:18][C:3]=1[C:4]([NH:6][CH2:7][C:8]12[CH2:17][CH:12]3[CH2:11][CH:10]([CH2:16][CH:14]([CH2:13]3)[CH2:15]1)[CH2:9]2)=[O:5], predict the reactants needed to synthesize it. (3) Given the product [CH:1]1([CH2:7][S:8][C:9]2[CH:10]=[C:11]([CH:12]([OH:13])[CH2:19][C:18]#[N:20])[CH:14]=[C:15]([OH:17])[CH:16]=2)[CH2:2][CH2:3][CH2:4][CH2:5][CH2:6]1, predict the reactants needed to synthesize it. The reactants are: [CH:1]1([CH2:7][S:8][C:9]2[CH:10]=[C:11]([CH:14]=[C:15]([OH:17])[CH:16]=2)[CH:12]=[O:13])[CH2:6][CH2:5][CH2:4][CH2:3][CH2:2]1.[C:18](#[N:20])[CH3:19]. (4) Given the product [Cl:14][C:2]1[C:6]2[CH:7]=[CH:8][C:9]([Cl:11])=[CH:10][C:5]=2[O:4][N:3]=1, predict the reactants needed to synthesize it. The reactants are: O[C:2]1[C:6]2[CH:7]=[CH:8][C:9]([Cl:11])=[CH:10][C:5]=2[O:4][N:3]=1.P(Cl)(Cl)([Cl:14])=O. (5) Given the product [C:1]([C:3]1[CH:4]=[C:5]([C:13]2[O:17][N:16]=[C:15]([C:18]3[CH:23]=[CH:22][C:21]([O:24][CH2:25][C:26]([OH:28])=[O:27])=[CH:20][C:19]=3[F:31])[N:14]=2)[CH:6]=[CH:7][C:8]=1[O:9][CH:10]([CH3:12])[CH3:11])#[N:2], predict the reactants needed to synthesize it. The reactants are: [C:1]([C:3]1[CH:4]=[C:5]([C:13]2[O:17][N:16]=[C:15]([C:18]3[CH:23]=[CH:22][C:21]([O:24][CH2:25][C:26]([O:28]CC)=[O:27])=[CH:20][C:19]=3[F:31])[N:14]=2)[CH:6]=[CH:7][C:8]=1[O:9][CH:10]([CH3:12])[CH3:11])#[N:2].[OH-].[Na+]. (6) Given the product [O:31]=[S:22]1(=[O:30])[C:23]2[CH:29]=[CH:28][CH:27]=[CH:26][C:24]=2[CH2:25][N:19]([C:10]2[CH:9]=[C:8]([NH:7][C:5](=[O:6])[C:4]([CH3:33])([CH3:32])[NH2:1])[C:17]3[C:12](=[CH:13][CH:14]=[C:15]([CH3:18])[CH:16]=3)[N:11]=2)[CH2:20][CH2:21]1, predict the reactants needed to synthesize it. The reactants are: [N:1]([C:4]([CH3:33])([CH3:32])[C:5]([NH:7][C:8]1[C:17]2[C:12](=[CH:13][CH:14]=[C:15]([CH3:18])[CH:16]=2)[N:11]=[C:10]([N:19]2[CH2:25][C:24]3[CH:26]=[CH:27][CH:28]=[CH:29][C:23]=3[S:22](=[O:31])(=[O:30])[CH2:21][CH2:20]2)[CH:9]=1)=[O:6])=[N+]=[N-].